From a dataset of Experimentally validated miRNA-target interactions with 360,000+ pairs, plus equal number of negative samples. Binary Classification. Given a miRNA mature sequence and a target amino acid sequence, predict their likelihood of interaction. (1) The miRNA is rno-miR-429 with sequence UAAUACUGUCUGGUAAUGCCGU. The protein sequence of the target gene is MGKKHKKHKSDRHFYEEYVEKPLKLVLKVGGSEVTELSTGSSGHDSSLFEDRSDHDKHKDRKRKKRKKGEKQAPGEEKGRKRRRVKEDKKKRDRDRAENEVDRDLQCHVPIRLDLPPEKPLTSSLAKQEEVEQTPLQEALNQLMRQLQRKDPSAFFSFPVTDFIAPGYSMIIKHPMDFSTMKEKIKNNDYQSIEELKDNFKLMCTNAMIYNKPETIYYKAAKKLLHSGMKILSQERIQSLKQSIDFMSDLQKTRKQKERTDACQSGEDSGCWQREREDSGDAETQAFRSPAKDNKRKDKD.... Result: 0 (no interaction). (2) The miRNA is hsa-miR-6772-5p with sequence UGGGUGUAGGCUGGAGCUGAGG. The protein sequence of the target gene is MSLSLLFLIFCSHLIHSAWAHGEKRLTPEGQPAPPRNPGDSSGSRGRSSATFSSSSASSPVAASPGSQGSGSEHSSFQWSPSGRRTGSLYCRVGIGFHLQIYPDGKVNGSHEASVLSILEIFAVSQGIVGIRGVFSNKFLAMSKKGKLHASAKFTDDCKFRERFQENSYNTYASAIHRTEKTGREWYVALNKRGKAKRGCSPRVKPQHVSTHFLPRFKQSEQPELSFTVTVPEKKKPPVKPKVPLSQPRRSPSPVKYRLKFRFG. Result: 0 (no interaction).